This data is from Full USPTO retrosynthesis dataset with 1.9M reactions from patents (1976-2016). The task is: Predict the reactants needed to synthesize the given product. (1) Given the product [CH3:3][C:4]1([CH3:17])[CH2:9][N:8]([CH2:1][C:27]2[N:26]([C:23]3[CH:22]=[CH:21][C:20]([C:19]([F:28])([F:29])[F:18])=[CH:25][CH:24]=3)[N:36]=[N:35][N:34]=2)[CH2:7][CH2:6][N:5]1[C:10]([O:12][C:13]([CH3:16])([CH3:15])[CH3:14])=[O:11], predict the reactants needed to synthesize it. The reactants are: [CH2:1]=O.[CH3:3][C:4]1([CH3:17])[CH2:9][NH:8][CH2:7][CH2:6][N:5]1[C:10]([O:12][C:13]([CH3:16])([CH3:15])[CH3:14])=[O:11].[F:18][C:19]([F:29])([F:28])[C:20]1[CH:25]=[CH:24][C:23]([N+:26]#[C-:27])=[CH:22][CH:21]=1.C[Si]([N:34]=[N+:35]=[N-:36])(C)C. (2) Given the product [Cl:11][C:12]1[N:13]=[C:14]([N:23]2[CH2:24][CH2:25][O:26][CH2:27][CH2:28]2)[C:15]2[S:20][C:19]([CH2:21][N:7]3[CH2:8][CH2:9][C:4]4([C:1](=[O:10])[NH:2][CH2:3]4)[CH2:5][CH2:6]3)=[CH:18][C:16]=2[N:17]=1, predict the reactants needed to synthesize it. The reactants are: [C:1]1(=[O:10])[C:4]2([CH2:9][CH2:8][NH:7][CH2:6][CH2:5]2)[CH2:3][NH:2]1.[Cl:11][C:12]1[N:13]=[C:14]([N:23]2[CH2:28][CH2:27][O:26][CH2:25][CH2:24]2)[C:15]2[S:20][C:19]([CH:21]=O)=[CH:18][C:16]=2[N:17]=1.C(O[BH-](OC(=O)C)OC(=O)C)(=O)C.[Na+]. (3) Given the product [CH2:19]([O:21][C:22](=[O:48])[CH2:23][C:24]1([C:27]2[CH:28]=[CH:29][C:30]([C:33]3[CH:38]=[CH:37][C:36]([C:2]4[C:7]([CH:8]([OH:18])[CH2:9][CH2:10][CH2:11][C:12]5[CH:17]=[CH:16][CH:15]=[CH:14][CH:13]=5)=[CH:6][CH:5]=[CH:4][N:3]=4)=[CH:35][CH:34]=3)=[CH:31][CH:32]=2)[CH2:25][CH2:26]1)[CH3:20], predict the reactants needed to synthesize it. The reactants are: Br[C:2]1[C:7]([CH:8]([OH:18])[CH2:9][CH2:10][CH2:11][C:12]2[CH:17]=[CH:16][CH:15]=[CH:14][CH:13]=2)=[CH:6][CH:5]=[CH:4][N:3]=1.[CH2:19]([O:21][C:22](=[O:48])[CH2:23][C:24]1([C:27]2[CH:32]=[CH:31][C:30]([C:33]3[CH:38]=[CH:37][C:36](B4OC(C)(C)C(C)(C)O4)=[CH:35][CH:34]=3)=[CH:29][CH:28]=2)[CH2:26][CH2:25]1)[CH3:20]. (4) Given the product [N+:16]([C:15]1[C:11]([C:1]2[CH:6]=[CH:5][CH:4]=[CH:3][CH:2]=2)=[N:12][N:13]([C:19]2[CH:20]=[N:21][CH:22]=[CH:23][CH:24]=2)[CH:14]=1)([O-:18])=[O:17], predict the reactants needed to synthesize it. The reactants are: [C:1]1(B(O)O)[CH:6]=[CH:5][CH:4]=[CH:3][CH:2]=1.Cl[C:11]1[C:15]([N+:16]([O-:18])=[O:17])=[CH:14][N:13]([C:19]2[CH:20]=[N:21][CH:22]=[CH:23][CH:24]=2)[N:12]=1.C(O)C.C(=O)([O-])[O-].[K+].[K+]. (5) Given the product [NH2:16][C:11]1[C:8]([C:9]#[N:10])=[C:7]([O:4][CH:2]([CH3:3])[CH3:1])[N:14]=[C:13]([NH2:15])[CH:12]=1, predict the reactants needed to synthesize it. The reactants are: [CH3:1][CH:2]([OH:4])[CH3:3].[Na].Br[C:7]1[N:14]=[C:13]([NH2:15])[CH:12]=[C:11]([NH2:16])[C:8]=1[C:9]#[N:10]. (6) Given the product [N:1]1[CH:6]=[CH:5][CH:4]=[CH:3][C:2]=1[C:7]1[O:8][C:9]2[CH2:14][CH2:13][N:12]([C:15]3[CH:22]=[CH:21][N:28]=[C:17]([C:18]#[N:19])[CH:16]=3)[CH2:11][C:10]=2[N:23]=1, predict the reactants needed to synthesize it. The reactants are: [N:1]1[CH:6]=[CH:5][CH:4]=[CH:3][C:2]=1[C:7]1[O:8][C:9]2[CH2:14][CH2:13][N:12]([C:15]3[CH:16]=[C:17](C=[CH:21][CH:22]=3)[C:18]#[N:19])[CH2:11][C:10]=2[N:23]=1.BrC1C=C[N:28]=C(C#N)C=1. (7) The reactants are: [CH3:1][O:2][C:3]1[CH:11]=[CH:10][C:6]([C:7](O)=[O:8])=[C:5]([CH3:12])[CH:4]=1.[H-].[Al+3].[Li+].[H-].[H-].[H-]. Given the product [CH3:1][O:2][C:3]1[CH:11]=[CH:10][C:6]([CH2:7][OH:8])=[C:5]([CH3:12])[CH:4]=1, predict the reactants needed to synthesize it.